Dataset: Forward reaction prediction with 1.9M reactions from USPTO patents (1976-2016). Task: Predict the product of the given reaction. (1) Given the reactants N=C=N.ON1C2C=CC=CC=2N=N1.[Cl:14][C:15]1[CH:16]=[C:17]([NH:21][C:22]2[CH:30]=[C:29]([C:31]([F:34])([F:33])[F:32])[C:25]([C:26]([OH:28])=O)=[CH:24][N:23]=2)[CH:18]=[CH:19][CH:20]=1.C(N(C(C)C)CC)(C)C.[O:44]=[S:45]1(=[O:52])[CH2:49][CH2:48][CH:47]([CH2:50][NH2:51])[CH2:46]1.F[P-](F)(F)(F)(F)F.C([N+]1C=CN(C)C=1)CCC, predict the reaction product. The product is: [Cl:14][C:15]1[CH:16]=[C:17]([NH:21][C:22]2[CH:30]=[C:29]([C:31]([F:34])([F:33])[F:32])[C:25]([C:26]([NH:51][CH2:50][CH:47]3[CH2:48][CH2:49][S:45](=[O:52])(=[O:44])[CH2:46]3)=[O:28])=[CH:24][N:23]=2)[CH:18]=[CH:19][CH:20]=1. (2) Given the reactants Br[CH:2]1[CH2:10][CH2:9][C:5]2[S:6][CH:7]=[CH:8][C:4]=2[C:3]1=[O:11].[Li+].[Br-], predict the reaction product. The product is: [S:6]1[CH:7]=[CH:8][C:4]2[C:3]([OH:11])=[CH:2][CH:10]=[CH:9][C:5]1=2. (3) Given the reactants [CH3:1][N:2]1[C:11]2[C:6](=[CH:7][CH:8]=[CH:9][CH:10]=2)[CH:5]([CH2:12][NH2:13])[CH2:4][CH2:3]1.F[C:15]1[CH:23]=[N:22][CH:21]=[CH:20][C:16]=1[C:17]([OH:19])=[O:18], predict the reaction product. The product is: [CH3:1][N:2]1[C:11]2[C:6](=[CH:7][CH:8]=[CH:9][CH:10]=2)[CH:5]([CH2:12][NH:13][C:20]2[CH:21]=[N:22][CH:23]=[CH:15][C:16]=2[C:17]([OH:19])=[O:18])[CH2:4][CH2:3]1.